From a dataset of Full USPTO retrosynthesis dataset with 1.9M reactions from patents (1976-2016). Predict the reactants needed to synthesize the given product. The reactants are: [F:1][CH:2]([F:57])[O:3][C@H:4]([CH3:56])[C@H:5]([NH:51][C:52]([O:54][CH3:55])=[O:53])[C:6]([N:8]1[CH2:12][CH2:11][CH2:10][C@H:9]1[C:13]1[NH:14][C:15]([C:18]2[CH:19]=[C:20]3[C:25](=[CH:26][CH:27]=2)[CH:24]=[C:23]([C:28]2[CH:33]=[CH:32][C:31]([C:34]4[NH:38][C:37]([C@@H:39]5[CH2:43][CH2:42][CH2:41][N:40]5[C:44](OC(C)(C)C)=[O:45])=[N:36]C=4)=[CH:30][CH:29]=2)[CH:22]=[CH:21]3)=[CH:16][N:17]=1)=[O:7].Cl.O1CCOC[CH2:60]1.[CH3:65][O:66][C:67]([NH:69][C@H:70]([C:74]1[CH:79]=[CH:78][CH:77]=[CH:76][CH:75]=1)C(O)=O)=[O:68].CCOC(C(C#N)=NOC(N1CCOCC1)=[N+](C)C)=O.F[P-](F)(F)(F)(F)F.C(N(C(C)C)CC)(C)C. Given the product [CH3:65][O:66][C:67]([NH:69][C@H:70]([C:74]1[CH:79]=[CH:78][CH:77]=[CH:76][CH:75]=1)[C:44]([N:40]1[CH2:41][CH2:42][CH2:43][C@H:39]1[C:37]1[NH:38][C:34]([C:31]2[CH:30]=[CH:29][C:28]([C:23]3[CH:24]=[C:25]4[C:20](=[CH:21][CH:22]=3)[CH:19]=[C:18]([C:15]3[NH:14][C:13]([C@@H:9]5[CH2:10][CH2:11][CH2:12][N:8]5[C:6](=[O:7])[C@@H:5]([NH:51][C:52](=[O:53])[O:54][CH3:55])[C@H:4]([O:3][CH:2]([F:57])[F:1])[CH3:56])=[N:17][CH:16]=3)[CH:27]=[CH:26]4)=[CH:33][CH:32]=2)=[CH:60][N:36]=1)=[O:45])=[O:68], predict the reactants needed to synthesize it.